From a dataset of Choline transporter screen with 302,306 compounds. Binary Classification. Given a drug SMILES string, predict its activity (active/inactive) in a high-throughput screening assay against a specified biological target. (1) The compound is S(=O)(=O)(Nc1cc2nc(n(c2cc1)C)C)c1ccc(cc1)C. The result is 0 (inactive). (2) The molecule is FC(F)Oc1c(NC(=O)COc2ccc(OC)cc2)cccc1. The result is 0 (inactive).